Dataset: Full USPTO retrosynthesis dataset with 1.9M reactions from patents (1976-2016). Task: Predict the reactants needed to synthesize the given product. (1) The reactants are: [CH2:1]([C:3]1[CH:8]=[CH:7][C:6]([C:9]2[C:13]3[C:14]([CH3:21])=[C:15]([NH2:20])[C:16]([CH3:19])=[C:17]([CH3:18])[C:12]=3[O:11][CH:10]=2)=[CH:5][CH:4]=1)[CH3:2]. Given the product [CH2:1]([C:3]1[CH:8]=[CH:7][C:6]([CH:9]2[C:13]3[C:14]([CH3:21])=[C:15]([NH2:20])[C:16]([CH3:19])=[C:17]([CH3:18])[C:12]=3[O:11][CH2:10]2)=[CH:5][CH:4]=1)[CH3:2], predict the reactants needed to synthesize it. (2) Given the product [Cl:1][C:2]1[CH:7]=[CH:6][CH:5]=[C:4]([F:8])[C:3]=1[NH:9][C:10]1[NH:11][C:12]2[C:18]3[CH2:19][C:20]([CH3:23])([CH3:22])[O:21][C:17]=3[C:16]([C:24]([NH:42][C:39]3[CH:40]=[N:41][C:36]([O:35][CH2:34][CH:31]4[CH2:32][CH2:33]4)=[CH:37][CH:38]=3)=[O:26])=[CH:15][C:13]=2[N:14]=1, predict the reactants needed to synthesize it. The reactants are: [Cl:1][C:2]1[CH:7]=[CH:6][CH:5]=[C:4]([F:8])[C:3]=1[NH:9][C:10]1[NH:11][C:12]2[C:18]3[CH2:19][C:20]([CH3:23])([CH3:22])[O:21][C:17]=3[C:16]([C:24]([OH:26])=O)=[CH:15][C:13]=2[N:14]=1.S(Cl)(Cl)=O.[CH:31]1([CH2:34][O:35][C:36]2[N:41]=[CH:40][C:39]([NH2:42])=[CH:38][CH:37]=2)[CH2:33][CH2:32]1.CCN(C(C)C)C(C)C.